This data is from Full USPTO retrosynthesis dataset with 1.9M reactions from patents (1976-2016). The task is: Predict the reactants needed to synthesize the given product. (1) Given the product [NH2:1][C:2]1[N:6]([C:7]2[CH:8]=[C:9]([CH:16]=[CH:17][C:18]=2[CH3:19])[C:10]([NH:12][CH:13]2[CH2:15][CH2:14]2)=[O:11])[N:5]=[CH:4][C:3]=1[C:20]([CH:21]1[CH2:26][CH2:25][CH2:24][CH2:22]1)=[O:29], predict the reactants needed to synthesize it. The reactants are: [NH2:1][C:2]1[N:6]([C:7]2[CH:8]=[C:9]([CH:16]=[CH:17][C:18]=2[CH3:19])[C:10]([NH:12][CH:13]2[CH2:15][CH2:14]2)=[O:11])[N:5]=[CH:4][C:3]=1[C:20](=[O:29])[C:21]1[CH:26]=[CH:25][CH:24]=C(C#N)[CH:22]=1.C1([Mg]Br)CCCC1. (2) Given the product [Br:11][C:12]1[CH:13]=[CH:14][C:15]([Cl:25])=[C:16]([CH:24]=1)[C:17]([NH:19][CH2:20][CH2:21][N:22]([CH:8]=[O:10])[OH:23])=[O:18], predict the reactants needed to synthesize it. The reactants are: C(OC(=O)C)(=O)C.[CH:8]([OH:10])=O.[Br:11][C:12]1[CH:13]=[CH:14][C:15]([Cl:25])=[C:16]([CH:24]=1)[C:17]([NH:19][CH2:20][CH2:21][NH:22][OH:23])=[O:18]. (3) Given the product [CH3:19][C:8]1([CH3:20])[C:7]2[CH:6]=[C:5]3[NH:21][C:2]([NH:1][C:22](=[O:29])[C:23]4[CH:28]=[CH:27][CH:26]=[CH:25][CH:24]=4)=[N:3][C:4]3=[CH:12][C:11]=2[N:10]([CH2:13][CH2:14][CH2:15][CH2:16][CH3:17])[C:9]1=[O:18], predict the reactants needed to synthesize it. The reactants are: [NH2:1][C:2]1[NH:21][C:5]2=[CH:6][C:7]3[C:8]([CH3:20])([CH3:19])[C:9](=[O:18])[N:10]([CH2:13][CH2:14][CH2:15][CH2:16][CH3:17])[C:11]=3[CH:12]=[C:4]2[N:3]=1.[C:22](Cl)(=[O:29])[C:23]1[CH:28]=[CH:27][CH:26]=[CH:25][CH:24]=1. (4) Given the product [CH:22]([C:25]1[C:33]2[C:28](=[CH:29][CH:30]=[C:31]([O:34][C:35]3[C:42]([C:43]([F:46])([F:45])[F:44])=[CH:41][C:38]([CH2:39][Br:1])=[CH:37][C:36]=3[C:47]([F:50])([F:49])[F:48])[CH:32]=2)[NH:27][CH:26]=1)([CH3:24])[CH3:23], predict the reactants needed to synthesize it. The reactants are: [Br-:1].[Br-].C1(P(C2C=CC=CC=2)C2C=CC=CC=2)C=CC=CC=1.[CH:22]([C:25]1[C:33]2[C:28](=[CH:29][CH:30]=[C:31]([O:34][C:35]3[C:42]([C:43]([F:46])([F:45])[F:44])=[CH:41][C:38]([CH2:39]O)=[CH:37][C:36]=3[C:47]([F:50])([F:49])[F:48])[CH:32]=2)[NH:27][CH:26]=1)([CH3:24])[CH3:23].N1C=CC=CC=1. (5) Given the product [CH2:1]([NH:8][S:9]([CH2:12][C@:13]12[C:19]([CH3:20])([CH3:21])[C@H:16]([CH2:17][CH2:18]1)[CH2:15][C@H:14]2[NH2:22])(=[O:11])=[O:10])[C:2]1[CH:7]=[CH:6][CH:5]=[CH:4][CH:3]=1, predict the reactants needed to synthesize it. The reactants are: [CH2:1]([NH:8][S:9]([CH2:12][C@:13]12[C:19]([CH3:21])([CH3:20])[C@H:16]([CH2:17][CH2:18]1)[CH2:15][C:14]2=[N:22]O)(=[O:11])=[O:10])[C:2]1[CH:7]=[CH:6][CH:5]=[CH:4][CH:3]=1.C([O-])(=O)C.[Na+].Cl.C(N)(C)(C)C. (6) Given the product [CH2:8]([O:10][C:11]([N:13]1[CH2:18][CH2:17][N:16]([C:19](=[O:46])[C@@H:20]([NH:30][C:31]([C:33]2[CH:38]=[C:37]([C:6]#[C:5][Si:2]([CH3:4])([CH3:3])[CH3:1])[N:36]=[C:35]([C:40]3[CH:41]=[CH:42][CH:43]=[CH:44][CH:45]=3)[N:34]=2)=[O:32])[CH2:21][CH2:22][C:23]([O:25][C:26]([CH3:29])([CH3:28])[CH3:27])=[O:24])[CH2:15][CH2:14]1)=[O:12])[CH3:9], predict the reactants needed to synthesize it. The reactants are: [CH3:1][Si:2]([C:5]#[CH:6])([CH3:4])[CH3:3].[I-].[CH2:8]([O:10][C:11]([N:13]1[CH2:18][CH2:17][N:16]([C:19](=[O:46])[C@@H:20]([NH:30][C:31]([C:33]2[CH:38]=[C:37](Cl)[N:36]=[C:35]([C:40]3[CH:45]=[CH:44][CH:43]=[CH:42][CH:41]=3)[N:34]=2)=[O:32])[CH2:21][CH2:22][C:23]([O:25][C:26]([CH3:29])([CH3:28])[CH3:27])=[O:24])[CH2:15][CH2:14]1)=[O:12])[CH3:9].[NH4+].[Cl-]. (7) Given the product [CH3:1][O:2][C:3]1[CH:20]=[CH:19][C:6]([CH2:7][O:8][C:9]2([C:14]3[S:15][CH:16]=[CH:17][N:18]=3)[CH2:12][O:13][CH2:10]2)=[CH:5][CH:4]=1, predict the reactants needed to synthesize it. The reactants are: [CH3:1][O:2][C:3]1[CH:20]=[CH:19][C:6]([CH2:7][O:8][C:9]([C:14]2[S:15][CH:16]=[CH:17][N:18]=2)([CH2:12][OH:13])[CH2:10]O)=[CH:5][CH:4]=1.C([Li])CCC.C1(C)C=CC(S(Cl)(=O)=O)=CC=1. (8) Given the product [CH:8]([Si:7]([CH:14]([CH3:16])[CH3:15])([CH:11]([CH3:13])[CH3:12])[N:4]1[CH:5]=[CH:6][C:2]([C:37]2[CH:42]=[CH:41][CH:40]=[CH:39][N:38]=2)=[CH:3]1)([CH3:10])[CH3:9], predict the reactants needed to synthesize it. The reactants are: I[C:2]1[CH:6]=[CH:5][N:4]([Si:7]([CH:14]([CH3:16])[CH3:15])([CH:11]([CH3:13])[CH3:12])[CH:8]([CH3:10])[CH3:9])[CH:3]=1.C1(P(C2C=CC=CC=2)C2C=CC=CC=2)C=CC=CC=1.Br[C:37]1([Zn])[CH:42]=[CH:41][CH:40]=[CH:39][NH:38]1.